This data is from Full USPTO retrosynthesis dataset with 1.9M reactions from patents (1976-2016). The task is: Predict the reactants needed to synthesize the given product. (1) Given the product [CH2:28]([NH:27][C:25](=[O:26])[C:24]1[CH:35]=[CH:36][N:37]=[C:22]([NH:21][C:15](=[O:16])[C:14]2[CH:18]=[CH:19][CH:20]=[C:12]([F:11])[CH:13]=2)[CH:23]=1)[C:29]1[CH:34]=[CH:33][CH:32]=[CH:31][CH:30]=1, predict the reactants needed to synthesize it. The reactants are: FC1C=CC=CC=1C(Cl)=O.[F:11][C:12]1[CH:13]=[C:14]([CH:18]=[CH:19][CH:20]=1)[C:15](Cl)=[O:16].[NH2:21][C:22]1[CH:23]=[C:24]([CH:35]=[CH:36][N:37]=1)[C:25]([NH:27][CH2:28][C:29]1[CH:34]=[CH:33][CH:32]=[CH:31][CH:30]=1)=[O:26]. (2) Given the product [CH2:1]([N:8]1[C:11](=[O:12])[CH2:10][C@H:9]1[C:13]([OH:15])=[O:14])[C:2]1[CH:7]=[CH:6][CH:5]=[CH:4][CH:3]=1, predict the reactants needed to synthesize it. The reactants are: [CH2:1]([N:8]1[C:11](=[O:12])[CH2:10][C@H:9]1[C:13]([O:15]CC1C=CC=CC=1)=[O:14])[C:2]1[CH:7]=[CH:6][CH:5]=[CH:4][CH:3]=1. (3) Given the product [NH2:1][C:4]1[CH:30]=[CH:29][C:7]([N:8]([CH2:9][CH2:10][O:11][Si:12]([C:15]([CH3:18])([CH3:17])[CH3:16])([CH3:14])[CH3:13])[CH2:19][CH2:20][O:21][Si:22]([C:25]([CH3:27])([CH3:28])[CH3:26])([CH3:24])[CH3:23])=[CH:6][CH:5]=1, predict the reactants needed to synthesize it. The reactants are: [N+:1]([C:4]1[CH:30]=[CH:29][C:7]([N:8]([CH2:19][CH2:20][O:21][Si:22]([C:25]([CH3:28])([CH3:27])[CH3:26])([CH3:24])[CH3:23])[CH2:9][CH2:10][O:11][Si:12]([C:15]([CH3:18])([CH3:17])[CH3:16])([CH3:14])[CH3:13])=[CH:6][CH:5]=1)([O-])=O.